This data is from Forward reaction prediction with 1.9M reactions from USPTO patents (1976-2016). The task is: Predict the product of the given reaction. (1) Given the reactants [CH:1]1([N:7]([CH2:17][CH3:18])[CH2:8][CH2:9][C:10]2[CH:15]=[CH:14][C:13]([OH:16])=[CH:12][CH:11]=2)[CH2:6][CH2:5][CH2:4][CH2:3][CH2:2]1.Cl[C:20]1[N:24]([CH3:25])[C:23]2[CH:26]=[CH:27][CH:28]=[CH:29][C:22]=2[N:21]=1.C([O-])([O-])=O.[Cs+].[Cs+], predict the reaction product. The product is: [CH:1]1([N:7]([CH2:17][CH3:18])[CH2:8][CH2:9][C:10]2[CH:15]=[CH:14][C:13]([O:16][C:20]3[N:24]([CH3:25])[C:23]4[CH:26]=[CH:27][CH:28]=[CH:29][C:22]=4[N:21]=3)=[CH:12][CH:11]=2)[CH2:6][CH2:5][CH2:4][CH2:3][CH2:2]1. (2) Given the reactants [N:1]1([CH2:6][C:7]2[CH:12]=[CH:11][C:10]([C:13]3[CH:17]=[C:16]([CH2:18][CH:19]([CH3:21])[CH3:20])[S:15][C:14]=3[S:22]([NH:25]C(C)(C)C)(=[O:24])=[O:23])=[CH:9][CH:8]=2)[CH:5]=[N:4][CH:3]=[N:2]1.B(Cl)(Cl)Cl, predict the reaction product. The product is: [N:1]1([CH2:6][C:7]2[CH:12]=[CH:11][C:10]([C:13]3[CH:17]=[C:16]([CH2:18][CH:19]([CH3:21])[CH3:20])[S:15][C:14]=3[S:22]([NH2:25])(=[O:23])=[O:24])=[CH:9][CH:8]=2)[CH:5]=[N:4][CH:3]=[N:2]1. (3) Given the reactants [NH:1]1[CH:5]=[C:4]([C:6]2[C:7]([C:12]3[CH:17]=[CH:16][CH:15]=[CH:14][CH:13]=3)=[N:8][O:9][C:10]=2[CH3:11])[N:3]=[CH:2]1.[CH3:18][C:19]1[CH:20]=[C:21](B(O)O)[CH:22]=[CH:23][CH:24]=1, predict the reaction product. The product is: [CH3:11][C:10]1[O:9][N:8]=[C:7]([C:12]2[CH:13]=[CH:14][CH:15]=[CH:16][CH:17]=2)[C:6]=1[C:4]1[N:3]=[CH:2][N:1]([C:23]2[CH:24]=[C:19]([CH3:18])[CH:20]=[CH:21][CH:22]=2)[CH:5]=1. (4) Given the reactants O[C:2]1[CH:7]=[CH:6][C:5]([C:8](=[O:10])C)=[CH:4][CH:3]=1.[CH2:11](Br)[C:12]1[CH:17]=[CH:16][CH:15]=[CH:14][CH:13]=1.C(=O)([O-])[O-].[K+].[K+].O, predict the reaction product. The product is: [CH2:11]([O:10][CH2:8][C:5]1[CH:4]=[CH:3][CH:2]=[CH:7][CH:6]=1)[C:12]1[CH:17]=[CH:16][CH:15]=[CH:14][CH:13]=1. (5) Given the reactants C(OC([NH:8][CH2:9][CH:10]1[CH2:14][CH2:13][CH2:12][N:11]1[C:15]([C:17]1[CH:43]=[CH:42][C:20]([C:21]([NH:23][CH:24]([C:32]2[NH:36][C:35]3[CH:37]=[CH:38][C:39]([Cl:41])=[CH:40][C:34]=3[N:33]=2)[CH2:25][C:26]2[CH:31]=[CH:30][CH:29]=[CH:28][N:27]=2)=[O:22])=[CH:19][C:18]=1[Cl:44])=[O:16])=O)(C)(C)C.FC(F)(F)C(O)=O.ClCCl.CO.N.ClCl, predict the reaction product. The product is: [NH2:8][CH2:9][CH:10]1[CH2:14][CH2:13][CH2:12][N:11]1[C:15]([C:17]1[CH:43]=[CH:42][C:20]([C:21]([NH:23][CH:24]([C:32]2[NH:36][C:35]3[CH:37]=[CH:38][C:39]([Cl:41])=[CH:40][C:34]=3[N:33]=2)[CH2:25][C:26]2[CH:31]=[CH:30][CH:29]=[CH:28][N:27]=2)=[O:22])=[CH:19][C:18]=1[Cl:44])=[O:16]. (6) The product is: [Cl:1][C:2]1[C:8]([C:9]2[N:10]=[C:11]([CH:22]3[CH2:24][CH2:23]3)[S:12][C:13]=2[C:14]2[CH:19]=[CH:18][N:17]=[C:16]([S:20][CH3:21])[N:15]=2)=[CH:7][CH:6]=[CH:5][C:3]=1[NH:4][S:27]([CH3:26])(=[O:29])=[O:28]. Given the reactants [Cl:1][C:2]1[C:8]([C:9]2[N:10]=[C:11]([CH:22]3[CH2:24][CH2:23]3)[S:12][C:13]=2[C:14]2[CH:19]=[CH:18][N:17]=[C:16]([S:20][CH3:21])[N:15]=2)=[CH:7][C:6](F)=[CH:5][C:3]=1[NH2:4].[CH3:26][S:27](Cl)(=[O:29])=[O:28], predict the reaction product. (7) Given the reactants C([O:3][C:4](=[O:21])[C@@H:5](O)[C:6](=[O:19])[CH2:7][CH:8]([CH2:12][CH2:13][C:14]1[CH:18]=[CH:17][S:16][CH:15]=1)[CH:9]([CH3:11])[CH3:10])C.[OH-].[Na+], predict the reaction product. The product is: [OH:19][C:6]1[CH2:7][C@:8]([CH:9]([CH3:11])[CH3:10])([CH2:12][CH2:13][C:14]2[CH:18]=[CH:17][S:16][CH:15]=2)[O:3][C:4](=[O:21])[CH:5]=1. (8) Given the reactants Cl[C:2]1[CH:7]=[CH:6][N:5]=[C:4]2[CH:8]=[C:9]([C:11]3[N:12]([CH3:19])[C:13]([C:16]([CH3:18])=[CH2:17])=[N:14][CH:15]=3)[S:10][C:3]=12.[CH3:20][C:21]1[NH:22][C:23]2[C:28]([CH:29]=1)=[CH:27][C:26]([NH2:30])=[CH:25][CH:24]=2, predict the reaction product. The product is: [C:16]([C:13]1[N:12]([CH3:19])[C:11]([C:9]2[S:10][C:3]3[C:4](=[N:5][CH:6]=[CH:7][C:2]=3[NH:30][C:26]3[CH:27]=[C:28]4[C:23](=[CH:24][CH:25]=3)[NH:22][C:21]([CH3:20])=[CH:29]4)[CH:8]=2)=[CH:15][N:14]=1)([CH3:18])=[CH2:17].